The task is: Predict the reaction yield, written as a fraction of the theoretical maximum amount of product (1.0 means a 100% yield; for example, 0.34 means a 34% yield).. This data is from Reaction yield outcomes from USPTO patents with 853,638 reactions. The reactants are [F:1][C:2]1[CH:7]=[C:6]([F:8])[CH:5]=[CH:4][C:3]=1[CH2:9][NH:10][C:11]([C:13]1[C:14](=[O:40])[C:15]([O:32]CC2C=CC=CC=2)=[C:16]2[C:29](=[O:30])[N:20]3[CH:21]4[CH2:28][CH2:27][CH2:26][CH2:25][CH:22]4[CH2:23][O:24][CH:19]3[CH2:18][N:17]2[CH:31]=1)=[O:12].[H][H].CO.ClCCl. The catalyst is O1CCCC1.[Pd]. The product is [F:1][C:2]1[CH:7]=[C:6]([F:8])[CH:5]=[CH:4][C:3]=1[CH2:9][NH:10][C:11]([C:13]1[C:14](=[O:40])[C:15]([OH:32])=[C:16]2[C:29](=[O:30])[N:20]3[CH:21]4[CH2:28][CH2:27][CH2:26][CH2:25][CH:22]4[CH2:23][O:24][CH:19]3[CH2:18][N:17]2[CH:31]=1)=[O:12]. The yield is 0.730.